From a dataset of Full USPTO retrosynthesis dataset with 1.9M reactions from patents (1976-2016). Predict the reactants needed to synthesize the given product. (1) Given the product [C:1]([O:5][C:6]([NH:8][C@@H:9]([CH2:21][CH2:22][C:23]1[N:27]([CH2:28][CH:29]2[CH2:34][CH2:33][CH2:32][CH2:31][CH2:30]2)[C:26]2[CH:35]=[CH:36][CH:37]=[CH:38][C:25]=2[N:24]=1)[C:10]([NH:12][OH:13])=[O:11])=[O:7])([CH3:4])([CH3:2])[CH3:3], predict the reactants needed to synthesize it. The reactants are: [C:1]([O:5][C:6]([NH:8][C@@H:9]([CH2:21][CH2:22][C:23]1[N:27]([CH2:28][CH:29]2[CH2:34][CH2:33][CH2:32][CH2:31][CH2:30]2)[C:26]2[CH:35]=[CH:36][CH:37]=[CH:38][C:25]=2[N:24]=1)[C:10]([NH:12][O:13]CC1C=CC=CC=1)=[O:11])=[O:7])([CH3:4])([CH3:3])[CH3:2]. (2) Given the product [Br:1][C:2]1[CH:7]=[CH:6][C:5]([O:8][CH:11]2[CH2:16][CH2:15][O:14][CH2:13][CH2:12]2)=[C:4]([F:9])[CH:3]=1, predict the reactants needed to synthesize it. The reactants are: [Br:1][C:2]1[CH:7]=[CH:6][C:5]([OH:8])=[C:4]([F:9])[CH:3]=1.O[CH:11]1[CH2:16][CH2:15][O:14][CH2:13][CH2:12]1.C1(P(C2C=CC=CC=2)C2C=CC=CC=2)C=CC=CC=1.CC(OC(/N=N/C(OC(C)C)=O)=O)C.